This data is from Reaction yield outcomes from USPTO patents with 853,638 reactions. The task is: Predict the reaction yield, written as a fraction of the theoretical maximum amount of product (1.0 means a 100% yield; for example, 0.34 means a 34% yield). (1) The reactants are CN(C)C=O.Cl[CH2:7][CH2:8][O:9][C:10]1[CH:19]=[C:18]2[C:13]([C:14]([O:20][C:21]3[C:22]([CH3:31])=[N:23][C:24]4[C:29]([CH:30]=3)=[CH:28][CH:27]=[CH:26][CH:25]=4)=[CH:15][CH:16]=[N:17]2)=[CH:12][C:11]=1[O:32][CH3:33].C(=O)([O-])[O-].[K+].[K+].[NH:40]1[CH2:45][CH2:44][CH2:43][CH:42]([CH2:46][OH:47])[CH2:41]1. The catalyst is O. The product is [CH3:33][O:32][C:11]1[CH:12]=[C:13]2[C:18](=[CH:19][C:10]=1[O:9][CH2:8][CH2:7][N:40]1[CH2:45][CH2:44][CH2:43][CH:42]([CH2:46][OH:47])[CH2:41]1)[N:17]=[CH:16][CH:15]=[C:14]2[O:20][C:21]1[C:22]([CH3:31])=[N:23][C:24]2[C:29]([CH:30]=1)=[CH:28][CH:27]=[CH:26][CH:25]=2. The yield is 0.550. (2) The reactants are Br[C:2]1[CH:3]=[C:4]([C:16]([O:18][CH3:19])=[O:17])[C:5]2[CH:6]=[N:7][N:8]([CH:11]3[CH2:15][CH2:14][CH2:13][CH2:12]3)[C:9]=2[CH:10]=1.[OH:20][C:21]1[CH:26]=[CH:25][C:24](B(O)O)=[CH:23][CH:22]=1.C([O-])([O-])=O.[Na+].[Na+].CO. The catalyst is O1CCOCC1.C(Cl)Cl.C1C=CC([P]([Pd]([P](C2C=CC=CC=2)(C2C=CC=CC=2)C2C=CC=CC=2)([P](C2C=CC=CC=2)(C2C=CC=CC=2)C2C=CC=CC=2)[P](C2C=CC=CC=2)(C2C=CC=CC=2)C2C=CC=CC=2)(C2C=CC=CC=2)C2C=CC=CC=2)=CC=1. The product is [CH:11]1([N:8]2[C:9]3[CH:10]=[C:2]([C:24]4[CH:25]=[CH:26][C:21]([OH:20])=[CH:22][CH:23]=4)[CH:3]=[C:4]([C:16]([O:18][CH3:19])=[O:17])[C:5]=3[CH:6]=[N:7]2)[CH2:15][CH2:14][CH2:13][CH2:12]1. The yield is 0.710.